This data is from Forward reaction prediction with 1.9M reactions from USPTO patents (1976-2016). The task is: Predict the product of the given reaction. The product is: [N:25]1([CH2:24][C@H:20]2[CH2:21][CH2:22][CH2:23][N:19]2[C:13]([C:12]2[CH:11]=[CH:10][C:9]([B:4]3[O:5][C:6]([CH3:7])([CH3:8])[C:2]([CH3:1])([CH3:18])[O:3]3)=[CH:17][CH:16]=2)=[O:15])[CH2:29][CH2:28][CH2:27][CH2:26]1. Given the reactants [CH3:1][C:2]1([CH3:18])[C:6]([CH3:8])([CH3:7])[O:5][B:4]([C:9]2[CH:17]=[CH:16][C:12]([C:13]([OH:15])=O)=[CH:11][CH:10]=2)[O:3]1.[NH:19]1[CH2:23][CH2:22][CH2:21][C@@H:20]1[CH2:24][N:25]1[CH2:29][CH2:28][CH2:27][CH2:26]1, predict the reaction product.